Dataset: Peptide-MHC class I binding affinity with 185,985 pairs from IEDB/IMGT. Task: Regression. Given a peptide amino acid sequence and an MHC pseudo amino acid sequence, predict their binding affinity value. This is MHC class I binding data. (1) The peptide sequence is SLCPIRGWAI. The MHC is HLA-A02:06 with pseudo-sequence HLA-A02:06. The binding affinity (normalized) is 0.307. (2) The peptide sequence is MILMKMKKK. The MHC is HLA-A03:01 with pseudo-sequence HLA-A03:01. The binding affinity (normalized) is 0.588. (3) The peptide sequence is QPIFQRLSA. The MHC is Mamu-A2201 with pseudo-sequence Mamu-A2201. The binding affinity (normalized) is 0.136. (4) The binding affinity (normalized) is 0. The peptide sequence is TSAPTTCSVL. The MHC is HLA-B54:01 with pseudo-sequence HLA-B54:01. (5) The peptide sequence is VQLVESGGGLV. The MHC is Mamu-A11 with pseudo-sequence Mamu-A11. The binding affinity (normalized) is 0. (6) The peptide sequence is HPNIEEVAL. The MHC is HLA-B44:03 with pseudo-sequence HLA-B44:03. The binding affinity (normalized) is 0.00345. (7) The peptide sequence is VWKRFEHLCV. The MHC is HLA-A01:01 with pseudo-sequence HLA-A01:01. The binding affinity (normalized) is 0. (8) The peptide sequence is DWTDGSRGYR. The MHC is HLA-A03:01 with pseudo-sequence HLA-A03:01. The binding affinity (normalized) is 0.